Task: Binary Classification. Given a miRNA mature sequence and a target amino acid sequence, predict their likelihood of interaction.. Dataset: Experimentally validated miRNA-target interactions with 360,000+ pairs, plus equal number of negative samples (1) The miRNA is cel-miR-265 with sequence UGAGGGAGGAAGGGUGGUAU. The protein sequence of the target gene is MYSVEDLLISHGYKPARDAAAPCEDKSERCRSTRTGPRAGQGLLNGYKDGATAHTHSRTSLGTGHVSNSENRISRPRGHREHQSTSRTPEARFLNQPSLAWSSQPQSGRDDIYWSRGRQEGSGSLCPRDWKELESRGMAQAYSLPVHVRENLWEVAGRTEHVMKNAIWEEELRMQDMSLESWKKPRELGRQASDGDGRKRPQEKFEGLYPFVHGEHTSQNRKKSQSLPRALSPKSLNFTEIPVPLHDGHITGVPKVPPYPPSFPSPSEPMRNLEKASSSGPFPRPKFGKPLKTPCYSSHS.... Result: 0 (no interaction). (2) The miRNA is hsa-miR-567 with sequence AGUAUGUUCUUCCAGGACAGAAC. The protein sequence of the target gene is MLKCGMTGGQVKVFGKAVQTLSRVSDELWLDPSEKGLALRSVNSCHSTYGYVLFSSMFFQHYQWSPFATMSDTDLPLNLNCKLAIKSVLPIFRCLNYLERSVEKCTVVARADKCRVVIQFFGKHGIKRTHNVYFQDSQPLKIIFEKSLCANILMIKPRLLTEAIALLTSNQEEVTFSVTPGNFCLKSLSGELLDLTSSVYSEMSFGPEEFDFFQVGLDTEITFCFKELKGILTFSEVMHAPLAIYFDFPGKPVVLSVEDMLLEANFILATLVDYPSRTSSPQLLPLSQARRSHPIQSSAP.... Result: 0 (no interaction). (3) The protein sequence of the target gene is MLPCLVVLLAALLSLRLGSDAHGTELPSPPSVWFEAEFFHHILHWTPIPNQSESTCYEVALLRYGIESWNSISNCSQTLSYDLTAVTLDLYHSNGYRARVRAVDGSRHSNWTVTNTRFSVDEVTLTVGSVNLEIHNGFILGKIQLPRPKMAPANDTYESIFSHFREYEIAIRKVPGNFTFTHKKVKHENFSLLTSGEVGEFCVQVKPSVASRSNKGMWSKEECISLTRQYFTVTNVIIFFAFVLLLSGALAYCLALQLYVRRRKKLPSVLLFKKPSPFIFISQRPSPETQDTIHPLDEEA.... The miRNA is hsa-miR-483-3p with sequence UCACUCCUCUCCUCCCGUCUU. Result: 1 (interaction). (4) The miRNA is hsa-miR-4684-5p with sequence CUCUCUACUGACUUGCAACAUA. The protein sequence of the target gene is MAAVEKRRQAVPPPAGFTDSGRQSVSRAAGAAESEEDFLRQVGVTEMLRAALLKVLEARPEEPIAFLAHYFENMGLRSPVNGGAGEPPGQLLLQQQRLGRALWHLRLAHHSQRAAFNNNVSVAYECLSAGGRRKRPGLDGRTYSELLRRICRDGQAPEEVVAPLLRKVQCRDHEAVPLSVFRAGTLTCFVLLEFVARAGALFQLLEDSAAAVADRRVGQAVLDTLEGALQASDAAAPARFLEAGSRLGPDSLALALDRAVGGRRPSAPMTREEFLERAAALFIAKVKPVG. Result: 1 (interaction). (5) The miRNA is mmu-miR-24-3p with sequence UGGCUCAGUUCAGCAGGAACAG. The protein sequence of the target gene is MANALASATCERCKGGFAPAEKIVNSNGELYHEQCFVCAQCFQQFPEGLFYEFEGRKYCEHDFQMLFAPCCHQCGEFIIGRVIKAMNNSWHPECFRCDLCQEVLADIGFVKNAGRHLCRPCHNREKARGLGKYICQKCHAIIDEQPLIFKNDPYHPDHFNCANCGKELTADARELKGELYCLPCHDKMGVPICGACRRPIEGRVVNAMGKQWHVEHFVCAKCEKPFLGHRHYERKGLAYCETHYNQLFGDVCFHCNRVIEGDVVSALNKAWCVSCFACSTCNTKLTLKNKFVEFDMKPVC.... Result: 1 (interaction). (6) The miRNA is hsa-miR-19a-5p with sequence AGUUUUGCAUAGUUGCACUACA. The protein sequence of the target gene is MEKLFIAAGLFVGLVCLVKCMRFSQHLFLRFCKALPSSFLRSMGQWAVITGAGDGIGKAYSFELARHGLNVVLISRTLEKLQTIAEEIERTTGSCVKIVQADFTREDIYDHIKEHLEGLEIGILVNNVGMLPSFFPSHFLSTSGESQNLIHCNITSVVKMTQLVLKHMESRRKGLILNISSGAALRPWPLYSLYSASKAFVYTFSKALSVEYRDKGIIIQVLTPYSISTPMTKYLNNKMTKTADEFVKESLKYVTIGAESCGCLAHEIIAIILNRIPSRIFYSSTAQRFLLTRYSDYLKR.... Result: 0 (no interaction). (7) The miRNA is dme-bantam-3p with sequence UGAGAUCAUUUUGAAAGCUGAUU. The protein sequence of the target gene is MRAVPLPAPLLPLLLLALLAAPAARASRAESVSAPWPEPERESRPPPGPGPGNTTRFGSGAAGGSGSSSSNSSGDALVTRISILLRDLPTLKAAVIVAFAFTTLLIACLLLRVFRSGKRLKKTRKYDIITTPAERVEMAPLNEEDDEDEDSTVFDIKYR. Result: 0 (no interaction). (8) The miRNA is mmu-miR-880-3p with sequence UACUCCAUCCUCUCUGAGUAGA. The protein sequence of the target gene is MAECGRGAAGGALPTSPSPALGAKGALKAGAGEGGGGGGGGRLGHGRARYDSGGVSNGDCSLGVSGDEARTSPGRGPLGVALARTPSPAAGPVPRDSKPGGLPRRSSIIKDGTKQKRERKKTVSFSSMPTEKKISSASDCINSMVEGSELKKVRSNSRIYHRYFLLDADMQSLRWEPSKKDSEKAKIDIKSIKEVRTGKNTDIFRSNGISEQISEDCAFSVIYGENYESLDLVANSADVANIWVTGLRYLISYGKHTLDMLESSQDNMRTSWISQMFSEIDVDGLGHITLCHAVQCIRNL.... Result: 0 (no interaction). (9) The miRNA is hsa-miR-1237-3p with sequence UCCUUCUGCUCCGUCCCCCAG. The protein sequence of the target gene is MEDTGIQRGIWDGDAKAVQQCLTDIFTSVYTTCDIPENAIFGPCVLSHTSLYDSIAFIALKSTDKRTVPYIFRVDTSAANGSSEGLMWLRLVQSARDKEEQNLEAYIKNGQLFYRSLRRIAKDEELLVWYGKELTELLLLCPSRSHNKMNGSSPYTCLECSQRFQFEFPYVAHLRFRCPKRLHSADISPQDEQGGGVGTKDHGGGGGGGKDQQQQQQEAPLGPGPKFCKAGPLHHYPSPSPESSNPSAAAGGSSAKPSTDFHNLARELENSRGGSSCSPAQSLSSGSGSGGGGGHQEAEL.... Result: 0 (no interaction).